Dataset: Peptide-MHC class I binding affinity with 185,985 pairs from IEDB/IMGT. Task: Regression. Given a peptide amino acid sequence and an MHC pseudo amino acid sequence, predict their binding affinity value. This is MHC class I binding data. (1) The peptide sequence is ILYNEYNFV. The MHC is HLA-B35:01 with pseudo-sequence HLA-B35:01. The binding affinity (normalized) is 0.0847. (2) The peptide sequence is TIQRFSSLR. The MHC is Patr-A0101 with pseudo-sequence Patr-A0101. The binding affinity (normalized) is 0.325. (3) The peptide sequence is MNIYLNFPW. The MHC is Mamu-B17 with pseudo-sequence Mamu-B17. The binding affinity (normalized) is 0.775. (4) The peptide sequence is RRYDKLMSF. The MHC is HLA-C07:01 with pseudo-sequence HLA-C07:01. The binding affinity (normalized) is 0.778. (5) The peptide sequence is YITDYSNDI. The MHC is HLA-A29:02 with pseudo-sequence HLA-A29:02. The binding affinity (normalized) is 0.0847.